The task is: Regression. Given two drug SMILES strings and cell line genomic features, predict the synergy score measuring deviation from expected non-interaction effect.. This data is from Merck oncology drug combination screen with 23,052 pairs across 39 cell lines. (1) Drug 2: C=CCn1c(=O)c2cnc(Nc3ccc(N4CCN(C)CC4)cc3)nc2n1-c1cccc(C(C)(C)O)n1. Cell line: A2058. Drug 1: COC12C(COC(N)=O)C3=C(C(=O)C(C)=C(N)C3=O)N1CC1NC12. Synergy scores: synergy=12.7. (2) Drug 1: CC1CC2C3CCC4=CC(=O)C=CC4(C)C3(F)C(O)CC2(C)C1(O)C(=O)CO. Drug 2: C=CCn1c(=O)c2cnc(Nc3ccc(N4CCN(C)CC4)cc3)nc2n1-c1cccc(C(C)(C)O)n1. Cell line: NCIH460. Synergy scores: synergy=5.90. (3) Drug 1: O=c1[nH]cc(F)c(=O)[nH]1. Drug 2: NC(=O)c1cccc2cn(-c3ccc(C4CCCNC4)cc3)nc12. Cell line: NCIH1650. Synergy scores: synergy=-9.25. (4) Drug 1: N.N.O=C(O)C1(C(=O)O)CCC1.[Pt]. Drug 2: Cn1c(=O)n(-c2ccc(C(C)(C)C#N)cc2)c2c3cc(-c4cnc5ccccc5c4)ccc3ncc21. Cell line: MSTO. Synergy scores: synergy=1.16. (5) Synergy scores: synergy=-11.5. Drug 2: NC1(c2ccc(-c3nc4ccn5c(=O)[nH]nc5c4cc3-c3ccccc3)cc2)CCC1. Drug 1: Nc1ccn(C2OC(CO)C(O)C2(F)F)c(=O)n1. Cell line: A375.